Dataset: Full USPTO retrosynthesis dataset with 1.9M reactions from patents (1976-2016). Task: Predict the reactants needed to synthesize the given product. Given the product [CH2:1]([N:8]1[CH2:23][CH2:22][N:11]2[C:12](=[O:21])[C:13]3[CH:14]=[C:15]([C:24]#[N:25])[CH:16]=[CH:17][C:18]=3[CH2:19][C@@H:10]2[CH2:9]1)[C:2]1[CH:7]=[CH:6][CH:5]=[CH:4][CH:3]=1, predict the reactants needed to synthesize it. The reactants are: [CH2:1]([N:8]1[CH2:23][CH2:22][N:11]2[C:12](=[O:21])[C:13]3[CH:14]=[C:15](Br)[CH:16]=[CH:17][C:18]=3[CH2:19][C@@H:10]2[CH2:9]1)[C:2]1[CH:7]=[CH:6][CH:5]=[CH:4][CH:3]=1.[C:24]([Cu])#[N:25].CCOC(C)=O.O.